This data is from Forward reaction prediction with 1.9M reactions from USPTO patents (1976-2016). The task is: Predict the product of the given reaction. (1) Given the reactants [C:1]([O:5][C:6]([N:8]([CH3:52])[C:9]1[CH:10]=[C:11]([F:51])[CH:12]=[C:13]2[C:17]=1[NH:16][C:15]1[N:18]=[C:19]([O:35][C:36]3[CH:37]=[C:38]([CH:46]=[C:47]([C:49]#[N:50])[CH:48]=3)[O:39][CH2:40][C:41]([O:43]CC)=[O:42])[N:20]=[C:21]([N:22]3[CH2:25][CH:24]([CH2:26][NH:27][C:28]([O:30][C:31]([CH3:34])([CH3:33])[CH3:32])=[O:29])[CH2:23]3)[C:14]2=1)=[O:7])([CH3:4])([CH3:3])[CH3:2].CO.O.[OH-].[Li+], predict the reaction product. The product is: [C:1]([O:5][C:6]([N:8]([CH3:52])[C:9]1[CH:10]=[C:11]([F:51])[CH:12]=[C:13]2[C:17]=1[NH:16][C:15]1[N:18]=[C:19]([O:35][C:36]3[CH:37]=[C:38]([CH:46]=[C:47]([C:49]#[N:50])[CH:48]=3)[O:39][CH2:40][C:41]([OH:43])=[O:42])[N:20]=[C:21]([N:22]3[CH2:25][CH:24]([CH2:26][NH:27][C:28]([O:30][C:31]([CH3:32])([CH3:34])[CH3:33])=[O:29])[CH2:23]3)[C:14]2=1)=[O:7])([CH3:2])([CH3:3])[CH3:4]. (2) Given the reactants [F:1][C:2]([F:17])([F:16])[C:3]1([C:6]([N:8]2[CH2:13][C@@H:12]3[CH2:14][C@H:9]2[C:10](=[O:15])[O:11]3)=[O:7])[CH2:5][CH2:4]1.Cl.[NH2:19][C:20]1([C:23]#[N:24])[CH2:22][CH2:21]1.C(C(CCCC)C([O-])=O)C.[Na+].Cl.[Cl-].[Na+], predict the reaction product. The product is: [C:23]([C:20]1([NH:19][C:10]([C@@H:9]2[CH2:14][C@H:12]([OH:11])[CH2:13][N:8]2[C:6]([C:3]2([C:2]([F:17])([F:16])[F:1])[CH2:5][CH2:4]2)=[O:7])=[O:15])[CH2:22][CH2:21]1)#[N:24].